Task: Regression. Given a peptide amino acid sequence and an MHC pseudo amino acid sequence, predict their binding affinity value. This is MHC class I binding data.. Dataset: Peptide-MHC class I binding affinity with 185,985 pairs from IEDB/IMGT The peptide sequence is RIARFHRPY. The MHC is HLA-A68:02 with pseudo-sequence HLA-A68:02. The binding affinity (normalized) is 0.0847.